This data is from Reaction yield outcomes from USPTO patents with 853,638 reactions. The task is: Predict the reaction yield, written as a fraction of the theoretical maximum amount of product (1.0 means a 100% yield; for example, 0.34 means a 34% yield). (1) The reactants are [F:1][C:2]1[CH:36]=[CH:35][C:5]([CH2:6][CH:7]2[CH2:12][CH2:11][N:10]([C:13]([C:15]3[CH:16]=[C:17]4[C:25]([C:26](=[O:34])[C:27]([N:29]5[CH2:33][CH2:32][CH2:31][CH2:30]5)=[O:28])=[CH:24][NH:23][C:18]4=[N:19][C:20]=3[O:21][CH3:22])=[O:14])[CH2:9][CH2:8]2)=[CH:4][CH:3]=1.[N+:37](C1C=CC([N+]([O-])=O)=CC=1ON)([O-])=O.C([O-])([O-])=O.[K+].[K+].O. The catalyst is CN(C=O)C. The product is [NH2:37][N:23]1[C:18]2=[N:19][C:20]([O:21][CH3:22])=[C:15]([C:13]([N:10]3[CH2:11][CH2:12][CH:7]([CH2:6][C:5]4[CH:35]=[CH:36][C:2]([F:1])=[CH:3][CH:4]=4)[CH2:8][CH2:9]3)=[O:14])[CH:16]=[C:17]2[C:25]([C:26](=[O:34])[C:27]([N:29]2[CH2:33][CH2:32][CH2:31][CH2:30]2)=[O:28])=[CH:24]1. The yield is 0.730. (2) The reactants are [OH:1][CH2:2][C:3]1[S:7][C:6]([NH2:8])=[N:5][CH:4]=1.[CH3:9][C:10]([Si:13](Cl)([CH3:15])[CH3:14])([CH3:12])[CH3:11].N1C=CN=C1. The catalyst is CN(C=O)C.CCOCC.O. The product is [Si:13]([O:1][CH2:2][C:3]1[S:7][C:6]([NH2:8])=[N:5][CH:4]=1)([C:10]([CH3:12])([CH3:11])[CH3:9])([CH3:15])[CH3:14]. The yield is 0.440. (3) The reactants are Cl[C:2]1[C:7]([C:8]#[N:9])=[CH:6][CH:5]=[CH:4][N:3]=1.[F:10][C:11]([F:22])([F:21])[C:12]1[CH:17]=[CH:16][CH:15]=[CH:14][C:13]=1B(O)O. No catalyst specified. The product is [F:10][C:11]([F:22])([F:21])[C:12]1[CH:17]=[CH:16][CH:15]=[CH:14][C:13]=1[C:2]1[N:3]=[CH:4][CH:5]=[CH:6][C:7]=1[C:8]#[N:9]. The yield is 0.300.